Dataset: Catalyst prediction with 721,799 reactions and 888 catalyst types from USPTO. Task: Predict which catalyst facilitates the given reaction. (1) Reactant: ICCO.O1CCC[CH2:7][CH:6]1[O:11][CH:12]1[CH2:17][CH2:16][CH2:15][CH2:14][O:13]1.[F:18][C:19]1[CH:37]=[C:36]([I:38])[CH:35]=[CH:34][C:20]=1[NH:21][C:22]1[C:23]([C:29]([O:31][CH2:32][CH3:33])=[O:30])=[CH:24][NH:25][C:26](=[O:28])[CH:27]=1.[H-].[Na+].[I-]. Product: [F:18][C:19]1[CH:37]=[C:36]([I:38])[CH:35]=[CH:34][C:20]=1[NH:21][C:22]1[C:23]([C:29]([O:31][CH2:32][CH3:33])=[O:30])=[CH:24][N:25]([CH2:7][CH2:6][O:11][CH:12]2[CH2:17][CH2:16][CH2:15][CH2:14][O:13]2)[C:26](=[O:28])[CH:27]=1. The catalyst class is: 18. (2) Reactant: [CH3:1][O:2][C:3]1[CH:4]=[CH:5][C:6]([CH:9]=[O:10])=[N:7][CH:8]=1.[BH4-].[Na+]. Product: [CH3:1][O:2][C:3]1[CH:4]=[CH:5][C:6]([CH2:9][OH:10])=[N:7][CH:8]=1. The catalyst class is: 5. (3) Reactant: [CH3:1][O:2][C:3]1[CH:4]=[C:5]([S:10][CH2:11][C@@H:12]2[C@:21]3([CH3:22])[C@H:16]([C:17]([CH3:24])([CH3:23])[CH2:18][CH2:19][CH2:20]3)[CH2:15][CH2:14][C@@:13]2([CH3:26])O)[CH:6]=[C:7]([CH3:9])[CH:8]=1.Cl[Sn](Cl)(Cl)Cl.O. Product: [CH3:1][O:2][C:3]1[CH:8]=[C:7]([CH3:9])[CH:6]=[C:5]2[C:4]=1[C@@:13]1([CH3:26])[C@H:12]([CH2:11][S:10]2)[C@:21]2([CH3:22])[C@H:16]([C:17]([CH3:24])([CH3:23])[CH2:18][CH2:19][CH2:20]2)[CH2:15][CH2:14]1. The catalyst class is: 2. (4) Product: [CH:1]1([CH2:7][CH2:8][CH2:9][C@@H:10]([C:15]2[O:19][N:18]=[C:17]([C:20]([N:22]([CH3:23])[CH2:24][C:25]([O:27][CH3:28])=[O:26])=[O:21])[N:16]=2)[CH2:11][C:12]([NH:47][OH:46])=[O:13])[CH2:6][CH2:5][CH2:4][CH2:3][CH2:2]1. The catalyst class is: 4. Reactant: [CH:1]1([CH2:7][CH2:8][CH2:9][C@@H:10]([C:15]2[O:19][N:18]=[C:17]([C:20]([N:22]([CH2:24][C:25]([O:27][CH3:28])=[O:26])[CH3:23])=[O:21])[N:16]=2)[CH2:11][C:12](O)=[O:13])[CH2:6][CH2:5][CH2:4][CH2:3][CH2:2]1.CN1CCOCC1.ClC(OCC(C)C)=O.C[Si](C)(C)[O:46][NH2:47]. (5) Reactant: O.O.[C:3]([O-:6])(=[O:5])[CH3:4].[Zn+2:7].[C:8]([O-:11])(=[O:10])[CH3:9]. Product: [C:3]([O-:6])(=[O:5])[CH3:4].[Zn+2:7].[C:8]([O-:11])(=[O:10])[CH3:9]. The catalyst class is: 6. (6) Reactant: [Cl:1][C:2]1[C:7]([CH:8]=[O:9])=[C:6]([Cl:10])[N:5]=[CH:4][N:3]=1.S(Cl)([Cl:14])(=O)=O.CC(N=NC(C#N)(C)C)(C#N)C. Product: [Cl:1][C:2]1[C:7]([C:8]([Cl:14])=[O:9])=[C:6]([Cl:10])[N:5]=[CH:4][N:3]=1. The catalyst class is: 53. (7) Reactant: [CH3:1][O:2][C:3](=[O:12])[C:4]1[CH:9]=[CH:8][CH:7]=[C:6]([CH3:10])[C:5]=1[NH2:11].C(OC(=O)C)(=O)C.C([O-])(=O)C.[K+].[N:25](OCCC(C)C)=O. Product: [CH3:1][O:2][C:3]([C:4]1[CH:9]=[CH:8][CH:7]=[C:6]2[C:5]=1[NH:11][N:25]=[CH:10]2)=[O:12]. The catalyst class is: 452. (8) Reactant: [C:1]1([S:7]([N:10]2[C:14]3=[N:15][CH:16]=[C:17]([N+:20]([O-:22])=[O:21])[C:18](Cl)=[C:13]3[CH:12]=[CH:11]2)(=[O:9])=[O:8])[CH:6]=[CH:5][CH:4]=[CH:3][CH:2]=1.[CH:23]12[CH2:29][CH:26]([CH2:27][CH2:28]1)[CH2:25][CH:24]2[NH2:30].C(N(C(C)C)CC)(C)C. Product: [C:1]1([S:7]([N:10]2[C:14]3=[N:15][CH:16]=[C:17]([N+:20]([O-:22])=[O:21])[C:18]([NH:30][CH:24]4[CH2:25][CH:26]5[CH2:29][CH:23]4[CH2:28][CH2:27]5)=[C:13]3[CH:12]=[CH:11]2)(=[O:9])=[O:8])[CH:6]=[CH:5][CH:4]=[CH:3][CH:2]=1. The catalyst class is: 41.